Dataset: Catalyst prediction with 721,799 reactions and 888 catalyst types from USPTO. Task: Predict which catalyst facilitates the given reaction. (1) Reactant: [N+:1]([C:4]1[CH:5]=[N:6][CH:7]=[C:8]([CH:12]=1)[C:9]([OH:11])=[O:10])([O-:3])=[O:2].CN(C(O[N:21]1N=NC2C=[CH:25][CH:26]=[CH:27][C:22]1=2)=[N+](C)C)C.F[P-](F)(F)(F)(F)F.CCN(C(C)C)C(C)C.[NH:46]1[CH2:50][CH2:49][CH2:48][CH2:47]1. Product: [NH2:1][C:4]1[CH:12]=[C:8]([C:9]([N:21]2[CH2:22][CH2:27][CH2:26][CH2:25]2)=[O:11])[CH:7]=[N:6][CH:5]=1.[N+:1]([C:4]1[CH:12]=[C:8]([C:9]([N:46]2[CH2:50][CH2:49][CH2:48][CH2:47]2)=[O:10])[CH:7]=[N:6][CH:5]=1)([O-:3])=[O:2]. The catalyst class is: 34. (2) Reactant: [C:1]([C:3]1[CH:8]=[C:7]([CH3:9])[C:6](/[CH:10]=[CH:11]/[CH:12]2[CH2:17][CH2:16][N:15]([C:18]([O:20][C:21]([CH3:24])([CH3:23])[CH3:22])=[O:19])[CH2:14][CH2:13]2)=[C:5]([CH3:25])[CH:4]=1)#[N:2].C(=O)([O-])[O-:27].[K+].[K+].S([O-])([O-])(=O)=O.[Na+].[Na+]. Product: [NH2:2][C:1]([C:3]1[CH:4]=[C:5]([CH3:25])[C:6](/[CH:10]=[CH:11]/[CH:12]2[CH2:17][CH2:16][N:15]([C:18]([O:20][C:21]([CH3:22])([CH3:24])[CH3:23])=[O:19])[CH2:14][CH2:13]2)=[C:7]([CH3:9])[CH:8]=1)=[O:27]. The catalyst class is: 95. (3) Reactant: [O:1]1[CH2:7][CH2:6][CH2:5][O:4][C:3]2[CH:8]=[C:9](B(O)O)[CH:10]=[CH:11][C:2]1=2.Cl[C:16]1[C:25]([N:26]([CH:28]([CH3:30])[CH3:29])[CH3:27])=[N:24][C:23]2[C:18](=[CH:19][CH:20]=[C:21]([C:31]([O:33][CH3:34])=[O:32])[CH:22]=2)[N:17]=1.[O-]P([O-])([O-])=O.[K+].[K+].[K+]. Product: [O:1]1[CH2:7][CH2:6][CH2:5][O:4][C:3]2[CH:8]=[C:9]([C:16]3[C:25]([N:26]([CH:28]([CH3:30])[CH3:29])[CH3:27])=[N:24][C:23]4[C:18](=[CH:19][CH:20]=[C:21]([C:31]([O:33][CH3:34])=[O:32])[CH:22]=4)[N:17]=3)[CH:10]=[CH:11][C:2]1=2. The catalyst class is: 70. (4) Reactant: [OH:1][CH:2]1[CH2:5][N:4]([C:6]([O:8][CH2:9][C:10]2[CH:15]=[CH:14][C:13]([N+:16]([O-:18])=[O:17])=[CH:12][CH:11]=2)=[O:7])[CH2:3]1.[CH3:19][S:20](Cl)(=[O:22])=[O:21].C(N(CC)CC)C. Product: [CH3:19][S:20]([O:1][CH:2]1[CH2:5][N:4]([C:6]([O:8][CH2:9][C:10]2[CH:15]=[CH:14][C:13]([N+:16]([O-:18])=[O:17])=[CH:12][CH:11]=2)=[O:7])[CH2:3]1)(=[O:22])=[O:21]. The catalyst class is: 2. (5) Reactant: C(OC([N:8]1[CH2:12][CH2:11][C@H:10]([N:13]([CH3:26])[S:14]([C:17]2[CH:22]=[CH:21][CH:20]=[CH:19][C:18]=2[N+:23]([O-:25])=[O:24])(=[O:16])=[O:15])[CH2:9]1)=O)(C)(C)C.FC(F)(F)C(O)=O. The catalyst class is: 4. Product: [CH3:26][N:13]([C@H:10]1[CH2:11][CH2:12][NH:8][CH2:9]1)[S:14]([C:17]1[CH:22]=[CH:21][CH:20]=[CH:19][C:18]=1[N+:23]([O-:25])=[O:24])(=[O:15])=[O:16]. (6) Reactant: [NH:1]1[C:9]2[C:4](=[CH:5][C:6]([C:10]3[CH:15]=[C:14]([C:16]4[S:17][C:18]5[C:24]([C:25]6[CH:30]=[CH:29][C:28]([Cl:31])=[CH:27][CH:26]=6)=[C:23]([C@H:32]([O:38][C:39]([CH3:42])([CH3:41])[CH3:40])[C:33]([O:35][CH2:36][CH3:37])=[O:34])[C:22]([CH3:43])=[CH:21][C:19]=5[N:20]=4)[CH:13]=[CH:12][N:11]=3)=[CH:7][CH:8]=2)[CH:3]=[N:2]1.C([O-])([O-])=O.[Cs+].[Cs+].I[CH2:51][CH3:52]. Product: [C:39]([O:38][C@@H:32]([C:23]1[C:22]([CH3:43])=[CH:21][C:19]2[N:20]=[C:16]([C:14]3[CH:13]=[CH:12][N:11]=[C:10]([C:6]4[CH:5]=[C:4]5[C:9](=[CH:8][CH:7]=4)[N:1]([CH2:51][CH3:52])[N:2]=[CH:3]5)[CH:15]=3)[S:17][C:18]=2[C:24]=1[C:25]1[CH:26]=[CH:27][C:28]([Cl:31])=[CH:29][CH:30]=1)[C:33]([O:35][CH2:36][CH3:37])=[O:34])([CH3:42])([CH3:41])[CH3:40]. The catalyst class is: 3. (7) Reactant: [F:1][C:2]1[CH:7]=[C:6]([F:8])[CH:5]=[CH:4][C:3]=1[N:9]1[C:13]([C:14]2[S:23][C:22]3[C:21]4[N:24]=[C:25]([C:28]5[CH:29]=[N:30][C:31](F)=[CH:32][CH:33]=5)[CH:26]=[CH:27][C:20]=4[O:19][CH2:18][CH2:17][C:16]=3[CH:15]=2)=[N:12][CH:11]=[N:10]1.[NH:35]1[CH2:39][CH2:38][CH2:37][CH2:36]1. Product: [F:1][C:2]1[CH:7]=[C:6]([F:8])[CH:5]=[CH:4][C:3]=1[N:9]1[C:13]([C:14]2[S:23][C:22]3[C:21]4[N:24]=[C:25]([C:28]5[CH:29]=[N:30][C:31]([N:35]6[CH2:39][CH2:38][CH2:37][CH2:36]6)=[CH:32][CH:33]=5)[CH:26]=[CH:27][C:20]=4[O:19][CH2:18][CH2:17][C:16]=3[CH:15]=2)=[N:12][CH:11]=[N:10]1. The catalyst class is: 37. (8) Reactant: [C:1]([O:5][C:6]([N:8]1[CH2:12][CH2:11][C@H:10]([OH:13])[C@H:9]1[C:14]([OH:16])=[O:15])=[O:7])([CH3:4])([CH3:3])[CH3:2].N1C=CN=C1.[Si:22](Cl)([C:25]([CH3:28])([CH3:27])[CH3:26])([CH3:24])[CH3:23].CO. Product: [C:1]([O:5][C:6]([N:8]1[CH2:12][CH2:11][C@H:10]([O:13][Si:22]([C:25]([CH3:28])([CH3:27])[CH3:26])([CH3:24])[CH3:23])[C@H:9]1[C:14]([OH:16])=[O:15])=[O:7])([CH3:4])([CH3:2])[CH3:3]. The catalyst class is: 3. (9) Reactant: C1(C)C=CC=CC=1.[CH3:8][C:9]1[N:13]([C:14]2[CH:19]=[CH:18][C:17]([C:20]([F:23])([F:22])[F:21])=[CH:16][N:15]=2)[N:12]=[CH:11][C:10]=1[C:24](Cl)=[O:25].[N:27]1C=CC=CC=1.[NH2:33][C:34]1[CH:35]=C[C:37]([Cl:40])=[N:38][CH:39]=1. Product: [Cl:40][C:37]1[N:27]=[CH:35][C:34]([NH:33][C:24]([C:10]2[CH:11]=[N:12][N:13]([C:14]3[CH:19]=[CH:18][C:17]([C:20]([F:23])([F:22])[F:21])=[CH:16][N:15]=3)[C:9]=2[CH3:8])=[O:25])=[CH:39][N:38]=1. The catalyst class is: 6. (10) Reactant: [CH3:1][C:2]1([CH3:18])[O:6][C@@H:5]([C@H:7]2[O:11][C@@H:10]3[O:12][C:13]([CH3:16])([CH3:15])[O:14][C@@H:9]3[C@H:8]2[OH:17])[CH2:4][O:3]1.C(OC(=O)C)(=O)C.[BH4-].[Na+]. Product: [CH3:1][C:2]1([CH3:18])[O:6][C@@H:5]([C@H:7]2[O:11][C@@H:10]3[O:12][C:13]([CH3:16])([CH3:15])[O:14][C@@H:9]3[C@@H:8]2[OH:17])[CH2:4][O:3]1. The catalyst class is: 16.